Dataset: Full USPTO retrosynthesis dataset with 1.9M reactions from patents (1976-2016). Task: Predict the reactants needed to synthesize the given product. The reactants are: Cl[C:2]1C(C(N)=O)=CN=[C:4](Cl)[CH:3]=1.[F:12][C:13]([F:30])([F:29])[C:14]1[CH:15]=[C:16]([CH:26]=[CH:27][CH:28]=1)[O:17]OC1C=CC(O)=CC=1.[C:31](OC(=O)N[C@H]1CCNC1)(C)(C)[CH3:32].[C:44]([OH:48])(=O)[CH:45]=[CH2:46].[C:49]([C:52]1[CH:53]=[CH:54][C:55]([C:72]2[CH2:77][CH2:76][N:75]([C:78]([O:80]C(C)(C)C)=O)[CH2:74]C=2)=[N:56][C:57]=1NC1C=CC(CCN2CCCC2)=CC=1)(=[O:51])[NH2:50]. Given the product [C:78]([N:75]1[CH2:76][CH2:77][CH:72]([C:55]2[CH:54]=[C:53]([O:48][C:44]3[CH:45]=[CH:46][C:4]([O:17][C:16]4[CH:26]=[CH:27][CH:28]=[C:14]([C:13]([F:12])([F:29])[F:30])[CH:15]=4)=[CH:3][CH:2]=3)[C:52]([C:49]([NH2:50])=[O:51])=[CH:57][N:56]=2)[CH2:74]1)(=[O:80])[CH:31]=[CH2:32], predict the reactants needed to synthesize it.